The task is: Predict the reactants needed to synthesize the given product.. This data is from Full USPTO retrosynthesis dataset with 1.9M reactions from patents (1976-2016). (1) Given the product [S:7]1[C:11]2[CH:12]=[C:13]([CH2:16][OH:17])[CH:14]=[CH:15][C:10]=2[N:9]=[CH:8]1, predict the reactants needed to synthesize it. The reactants are: [H-].[H-].[H-].[H-].[Li+].[Al+3].[S:7]1[C:11]2[CH:12]=[C:13]([C:16](OCC)=[O:17])[CH:14]=[CH:15][C:10]=2[N:9]=[CH:8]1. (2) Given the product [Cl:1][C:2]1[N:7]=[CH:6][C:5]2[C:8](=[O:23])[N:9]([C@@H:11]([CH2:14][C:15]3[CH:20]=[C:19]([F:21])[CH:18]=[C:17]([F:22])[CH:16]=3)[CH2:12][N:47]3[C:43](=[O:53])[C:44]4[C:45](=[CH:49][CH:50]=[CH:51][CH:52]=4)[C:46]3=[O:48])[CH2:10][C:4]=2[CH:3]=1, predict the reactants needed to synthesize it. The reactants are: [Cl:1][C:2]1[N:7]=[CH:6][C:5]2[C:8](=[O:23])[N:9]([C@@H:11]([CH2:14][C:15]3[CH:20]=[C:19]([F:21])[CH:18]=[C:17]([F:22])[CH:16]=3)[CH2:12]O)[CH2:10][C:4]=2[CH:3]=1.C1(P(C2C=CC=CC=2)C2C=CC=CC=2)C=CC=CC=1.[C:43]1(=[O:53])[NH:47][C:46](=[O:48])[C:45]2=[CH:49][CH:50]=[CH:51][CH:52]=[C:44]12.N(C(OCC)=O)=NC(OCC)=O. (3) Given the product [Br:14][C:15]1[CH:20]=[CH:19][CH:18]=[CH:17][C:16]=1[C:2]#[C:1][C:3]1[CH:4]=[CH:5][C:6](=[O:12])[N:7]([CH:9]([CH3:10])[CH3:11])[N:8]=1, predict the reactants needed to synthesize it. The reactants are: [C:1]([C:3]1[CH:4]=[CH:5][C:6](=[O:12])[N:7]([CH:9]([CH3:11])[CH3:10])[N:8]=1)#[CH:2].[I-].[Br:14][C:15]1[CH:20]=[CH:19][CH:18]=[CH:17][C:16]=1I.C([O-])(O)=O.[Na+].